From a dataset of Forward reaction prediction with 1.9M reactions from USPTO patents (1976-2016). Predict the product of the given reaction. (1) Given the reactants [Cl:1][C:2]1[CH:7]=[CH:6][C:5]([C:8]2[CH:9]=[C:10]([C:20]([OH:22])=O)[CH:11]=[N:12][C:13]=2[O:14][CH2:15][C:16]([F:19])([F:18])[F:17])=[CH:4][CH:3]=1.FC(F)(F)C(O)=O.C([Si](C)(C)[O:35][CH2:36][CH2:37][CH2:38][N:39]([CH3:41])[NH2:40])(C)(C)C, predict the reaction product. The product is: [Cl:1][C:2]1[CH:7]=[CH:6][C:5]([C:8]2[CH:9]=[C:10]([C:20]([NH:40][N:39]([CH2:38][CH2:37][CH2:36][OH:35])[CH3:41])=[O:22])[CH:11]=[N:12][C:13]=2[O:14][CH2:15][C:16]([F:19])([F:17])[F:18])=[CH:4][CH:3]=1. (2) The product is: [OH:29][NH:28][C:20]([C:18]1[CH:17]=[CH:16][C:14]2[CH2:15][N:9]([C:7]([CH:4]3[CH2:5][CH2:6][O:1][CH2:2][CH2:3]3)=[O:8])[C@@H:10]([C:24]([F:27])([F:26])[F:25])[CH2:11][O:12][C:13]=2[CH:19]=1)=[O:21]. Given the reactants [O:1]1[CH2:6][CH2:5][CH:4]([C:7]([N:9]2[CH2:15][C:14]3[CH:16]=[CH:17][C:18]([C:20](OC)=[O:21])=[CH:19][C:13]=3[O:12][CH2:11][C@@H:10]2[C:24]([F:27])([F:26])[F:25])=[O:8])[CH2:3][CH2:2]1.[NH2:28][OH:29].[OH-].[Na+], predict the reaction product. (3) Given the reactants Cl[C:2]1[N:3]=[CH:4][C:5]([C:9]([NH:11][CH2:12][C:13]2[S:17][C:16]([CH3:18])=[N:15][CH:14]=2)=[O:10])=[N:6][C:7]=1[CH3:8].[CH3:19][N:20](C)C=O, predict the reaction product. The product is: [C:19]([C:2]1[N:3]=[CH:4][C:5]([C:9]([NH:11][CH2:12][C:13]2[S:17][C:16]([CH3:18])=[N:15][CH:14]=2)=[O:10])=[N:6][C:7]=1[CH3:8])#[N:20]. (4) Given the reactants Cl[C:2]1[CH:7]=[C:6]([Cl:8])[N:5]=[CH:4][N:3]=1.[CH2:9]([O:11][C:12]([CH2:14][N:15]1[CH2:20][CH2:19][NH:18][CH2:17][CH2:16]1)=[O:13])[CH3:10].C(N(C(C)C)CC)(C)C, predict the reaction product. The product is: [CH2:9]([O:11][C:12](=[O:13])[CH2:14][N:15]1[CH2:20][CH2:19][N:18]([C:2]2[CH:7]=[C:6]([Cl:8])[N:5]=[CH:4][N:3]=2)[CH2:17][CH2:16]1)[CH3:10]. (5) Given the reactants [Br:1][C:2]1[CH:7]=[CH:6][C:5]([C:8]2[CH:13]=[CH:12][C:11]([C:14]([O:16]C)=[O:15])=[CH:10][CH:9]=2)=[CH:4][CH:3]=1.[OH-].[Na+], predict the reaction product. The product is: [Br:1][C:2]1[CH:3]=[CH:4][C:5]([C:8]2[CH:13]=[CH:12][C:11]([C:14]([OH:16])=[O:15])=[CH:10][CH:9]=2)=[CH:6][CH:7]=1. (6) Given the reactants [F:1][C:2]1[CH:3]=[C:4]([NH:24][C:25](=[O:36])[CH2:26][C:27]([NH:29][C:30]2[CH:35]=[CH:34][CH:33]=[CH:32][CH:31]=2)=[O:28])[CH:5]=[CH:6][C:7]=1[O:8][C:9]1[CH:14]=[CH:13][N:12]=[C:11]2[CH:15]=[C:16]([C:18]3N=CN(C)[CH:22]=3)[S:17][C:10]=12.FC1C=C(NC(=O)CC(NC2C=CC=CC=2OC)=O)C=CC=1OC1C=CN=C2C=[C:52]([C:54]3[N:58]([CH3:59])[CH:57]=NC=3)SC=12.[CH3:75]CCCCCCCCCCCN.FC1C=C(C=CC=1OC1C=CN=C2C=C(C3CCN(C)CC=3)SC=12)N, predict the reaction product. The product is: [F:1][C:2]1[CH:3]=[C:4]([NH:24][C:25](=[O:36])[CH2:26][C:27]([N:29]([CH3:75])[C:30]2[CH:31]=[CH:32][CH:33]=[CH:34][CH:35]=2)=[O:28])[CH:5]=[CH:6][C:7]=1[O:8][C:9]1[CH:14]=[CH:13][N:12]=[C:11]2[CH:15]=[C:16]([C:18]3[CH2:22][CH2:57][N:58]([CH3:59])[CH2:54][CH:52]=3)[S:17][C:10]=12. (7) Given the reactants [H-].[H-].[H-].[H-].[Li+].[Al+3].[F:7][C:8]1[CH:16]=[CH:15][CH:14]=[C:10]([C:11](O)=[O:12])[C:9]=1[C:17](O)=[O:18].[OH-].[Na+].O, predict the reaction product. The product is: [F:7][C:8]1[CH:16]=[CH:15][CH:14]=[C:10]([CH2:11][OH:12])[C:9]=1[CH2:17][OH:18]. (8) Given the reactants [F:1][C:2]([F:18])([F:17])[C:3]1[CH:4]=[CH:5][C:6]([O:9][C:10]2[CH:15]=[CH:14][C:13]([OH:16])=[CH:12][CH:11]=2)=[N:7][CH:8]=1.[N:19]1([C:25](Cl)=[O:26])[CH2:24][CH2:23][O:22][CH2:21][CH2:20]1, predict the reaction product. The product is: [F:18][C:2]([F:1])([F:17])[C:3]1[CH:4]=[CH:5][C:6]([O:9][C:10]2[CH:11]=[CH:12][C:13]([O:16][C:25]([N:19]3[CH2:24][CH2:23][O:22][CH2:21][CH2:20]3)=[O:26])=[CH:14][CH:15]=2)=[N:7][CH:8]=1. (9) Given the reactants [CH3:1][C:2]1([CH3:10])[O:7][C:6](=[O:8])[CH2:5][C:4](=[O:9])[O:3]1.[CH3:11][O:12][C:13]1[CH:25]=[CH:24][C:16]([CH2:17][N:18]2[C:22]([NH2:23])=[CH:21][CH:20]=[N:19]2)=[CH:15][CH:14]=1.[CH:26](OCC)(OCC)OCC, predict the reaction product. The product is: [CH3:11][O:12][C:13]1[CH:14]=[CH:15][C:16]([CH2:17][N:18]2[C:22]([NH:23][CH:26]=[C:5]3[C:6](=[O:8])[O:7][C:2]([CH3:10])([CH3:1])[O:3][C:4]3=[O:9])=[CH:21][CH:20]=[N:19]2)=[CH:24][CH:25]=1.